This data is from Retrosynthesis with 50K atom-mapped reactions and 10 reaction types from USPTO. The task is: Predict the reactants needed to synthesize the given product. (1) Given the product c1ncc(OC2=NOCC2)cn1, predict the reactants needed to synthesize it. The reactants are: BrC1=NOCC1.Oc1cncnc1. (2) Given the product Nc1ncnc2c1c(-c1cccc(OCc3ccccc3)c1)cn2[C@H]1CC[C@@H](NC(=O)NCCCN2CCOCC2)CC1, predict the reactants needed to synthesize it. The reactants are: C1COCCN1.Nc1ncnc2c1c(-c1cccc(OCc3ccccc3)c1)cn2[C@H]1CC[C@@H](NC(=O)NCCCCl)CC1. (3) Given the product CSc1cccc(Oc2ncc(F)cc2C(=O)N[C@H]2CC[C@H](O)CC2)c1, predict the reactants needed to synthesize it. The reactants are: CSc1cccc(O)c1.O=C(N[C@H]1CC[C@H](O)CC1)c1cc(F)cnc1Cl.